Dataset: Full USPTO retrosynthesis dataset with 1.9M reactions from patents (1976-2016). Task: Predict the reactants needed to synthesize the given product. (1) Given the product [Cl:13][C:5]1[CH:6]=[C:7]([CH:10]([CH3:12])[CH3:11])[CH:8]=[CH:9][C:4]=1[C:3]([OH:14])=[O:2], predict the reactants needed to synthesize it. The reactants are: C[O:2][C:3](=[O:14])[C:4]1[CH:9]=[CH:8][C:7]([CH:10]([CH3:12])[CH3:11])=[CH:6][C:5]=1[Cl:13].[OH-].[Na+].Cl. (2) Given the product [C:21]1([CH3:48])[CH:26]=[CH:25][C:24]([C:27]([C@:29]([C:45]([OH:47])=[O:46])([OH:44])[C@:30]([C:35]([C:37]2[CH:38]=[CH:39][C:40]([CH3:43])=[CH:41][CH:42]=2)=[O:36])([OH:34])[C:31]([OH:33])=[O:32])=[O:28])=[CH:23][CH:22]=1.[NH:1]1[CH2:5][CH2:4][C@H:3](/[CH:6]=[CH:7]/[C:8]2[CH:9]=[N:10][CH:11]=[C:12]([O:14][CH:15]3[CH2:20][CH2:19][O:18][CH2:17][CH2:16]3)[CH:13]=2)[CH2:2]1, predict the reactants needed to synthesize it. The reactants are: [NH:1]1[CH2:5][CH2:4][C@H:3](/[CH:6]=[CH:7]/[C:8]2[CH:9]=[N:10][CH:11]=[C:12]([O:14][CH:15]3[CH2:20][CH2:19][O:18][CH2:17][CH2:16]3)[CH:13]=2)[CH2:2]1.[C:21]1([CH3:48])[CH:26]=[CH:25][C:24]([C:27]([C@:29]([C:45]([OH:47])=[O:46])([OH:44])[C@:30]([C:35]([C:37]2[CH:42]=[CH:41][C:40]([CH3:43])=[CH:39][CH:38]=2)=[O:36])([OH:34])[C:31]([OH:33])=[O:32])=[O:28])=[CH:23][CH:22]=1. (3) Given the product [Br:46][CH2:2][CH2:3][CH2:4][CH2:5][CH2:6][C:7]1[C:13]2[CH:14]=[CH:15][C:16]([OH:18])=[CH:17][C:12]=2[CH2:11][CH2:10][CH2:9][C:8]=1[C:19]1[CH:24]=[CH:23][CH:22]=[C:21]([OH:25])[CH:20]=1, predict the reactants needed to synthesize it. The reactants are: O[CH2:2][CH2:3][CH2:4][CH2:5][CH2:6][C:7]1[C:13]2[CH:14]=[CH:15][C:16]([OH:18])=[CH:17][C:12]=2[CH2:11][CH2:10][CH2:9][C:8]=1[C:19]1[CH:24]=[CH:23][CH:22]=[C:21]([OH:25])[CH:20]=1.C1(P(C2C=CC=CC=2)C2C=CC=CC=2)C=CC=CC=1.C(Br)(Br)(Br)[Br:46]. (4) The reactants are: [NH2:1][C:2]1[CH:6]=[CH:5][S:4][C:3]=1[C:7]([O:9][CH3:10])=[O:8].[F:11][C:12]1[CH:13]=[C:14]([S:18](Cl)(=[O:20])=[O:19])[CH:15]=[CH:16][CH:17]=1.N1C=CC=CC=1. Given the product [F:11][C:12]1[CH:13]=[C:14]([S:18]([NH:1][C:2]2[CH:6]=[CH:5][S:4][C:3]=2[C:7]([O:9][CH3:10])=[O:8])(=[O:20])=[O:19])[CH:15]=[CH:16][CH:17]=1, predict the reactants needed to synthesize it. (5) Given the product [Ti+4:32].[CH2:1]([P:3]([OH:11])([CH2:5][CH:6]([CH3:10])[C:7]([O-:9])=[O:8])=[O:4])[CH3:2].[CH2:1]([P:3]([CH2:5][CH:6]([CH3:10])[C:7]([O-:9])=[O:8])([OH:11])=[O:4])[CH3:2].[CH2:1]([P:3]([CH2:5][CH:6]([CH3:10])[C:7]([O-:9])=[O:8])([OH:11])=[O:4])[CH3:2].[CH2:1]([P:3]([CH2:5][CH:6]([CH3:10])[C:7]([O-:9])=[O:8])([OH:11])=[O:4])[CH3:2], predict the reactants needed to synthesize it. The reactants are: [CH2:1]([P:3]([OH:11])([CH2:5][CH:6]([CH3:10])[C:7]([OH:9])=[O:8])=[O:4])[CH3:2].[O-]CCCC.[O-]CCCC.[O-]CCCC.[O-]CCCC.[Ti+4:32]. (6) Given the product [F:14][C:15]([F:24])([F:23])[C:16]1[CH:21]=[C:20]([CH:19]=[CH:18][CH:17]=1)[O:13][CH:10]1[CH2:11][CH2:12][N:8]([C:1]([O:3][C:4]([CH3:7])([CH3:6])[CH3:5])=[O:2])[CH2:9]1, predict the reactants needed to synthesize it. The reactants are: [C:1]([N:8]1[CH2:12][CH2:11][CH:10]([OH:13])[CH2:9]1)([O:3][C:4]([CH3:7])([CH3:6])[CH3:5])=[O:2].[F:14][C:15]([F:24])([F:23])[C:16]1[CH:17]=[C:18](O)[CH:19]=[CH:20][CH:21]=1. (7) Given the product [Si:42]([O:49][CH:50]1[CH2:55][CH2:54][C:53]([C:2]2[C:6]3[N:7]=[C:8]([Cl:11])[N:9]=[CH:10][C:5]=3[N:4]([C:12]([C:19]3[CH:24]=[CH:23][CH:22]=[CH:21][CH:20]=3)([C:13]3[CH:18]=[CH:17][CH:16]=[CH:15][CH:14]=3)[C:25]3[CH:30]=[CH:29][CH:28]=[CH:27][CH:26]=3)[CH:3]=2)([OH:56])[CH2:52][CH2:51]1)([C:45]([CH3:48])([CH3:47])[CH3:46])([CH3:44])[CH3:43], predict the reactants needed to synthesize it. The reactants are: Br[C:2]1[C:6]2[N:7]=[C:8]([Cl:11])[N:9]=[CH:10][C:5]=2[N:4]([C:12]([C:25]2[CH:30]=[CH:29][CH:28]=[CH:27][CH:26]=2)([C:19]2[CH:24]=[CH:23][CH:22]=[CH:21][CH:20]=2)[C:13]2[CH:18]=[CH:17][CH:16]=[CH:15][CH:14]=2)[CH:3]=1.[Li]CCCC.CCCCCC.[Si:42]([O:49][CH:50]1[CH2:55][CH2:54][C:53](=[O:56])[CH2:52][CH2:51]1)([C:45]([CH3:48])([CH3:47])[CH3:46])([CH3:44])[CH3:43]. (8) The reactants are: Cl[C:2]1[N:7]=[C:6]([CH:8]([CH:11]2[N:15]([CH2:16][CH3:17])[C:14]3[CH:18]=[CH:19][CH:20]=[CH:21][C:13]=3[NH:12]2)[C:9]#[N:10])[CH:5]=[CH:4][N:3]=1.[CH3:22][NH2:23]. Given the product [CH2:16]([N:15]1[C:14]2[CH:18]=[CH:19][CH:20]=[CH:21][C:13]=2[N:12]=[C:11]1[CH:8]([C:6]1[CH:5]=[CH:4][N:3]=[C:2]([NH:23][CH3:22])[N:7]=1)[C:9]#[N:10])[CH3:17], predict the reactants needed to synthesize it.